From a dataset of Catalyst prediction with 721,799 reactions and 888 catalyst types from USPTO. Predict which catalyst facilitates the given reaction. (1) Reactant: Br[C:2]1[C:3]2[CH2:4][NH:5][C:6]3[N:26]=[C:10]([NH:11][C:12]4[CH:13]=[CH:14][CH:15]=[C:16]([CH:25]=4)[CH2:17][CH2:18][CH2:19][O:20][C:21]([CH:24]=2)=[CH:22][CH:23]=1)[N:9]=[CH:8][C:7]=3[Cl:27].[C:28]1(B(O)O)[CH:33]=[CH:32][CH:31]=[CH:30][CH:29]=1.COCCOC.C(=O)([O-])[O-].[Na+].[Na+]. Product: [Cl:27][C:7]1[CH:8]=[N:9][C:10]2[NH:11][C:12]3[CH:13]=[CH:14][CH:15]=[C:16]([CH:25]=3)[CH2:17][CH2:18][CH2:19][O:20][C:21]3[CH:24]=[C:3]([CH2:4][NH:5][C:6]=1[N:26]=2)[C:2]([C:28]1[CH:33]=[CH:32][CH:31]=[CH:30][CH:29]=1)=[CH:23][CH:22]=3. The catalyst class is: 257. (2) Reactant: C([O:8][C:9]1[CH:16]=[C:15]([F:17])[CH:14]=[CH:13][C:10]=1[C:11]#[N:12])C1C=CC=CC=1.[ClH:18]. Product: [ClH:18].[OH:8][C:9]1[CH:16]=[C:15]([F:17])[CH:14]=[CH:13][C:10]=1[CH2:11][NH2:12]. The catalyst class is: 696.